Dataset: Forward reaction prediction with 1.9M reactions from USPTO patents (1976-2016). Task: Predict the product of the given reaction. Given the reactants C[O:2][C:3]([C:5]1[C:6](=[O:19])[NH:7][N:8]=[C:9]([C:11]2[CH:16]=[CH:15][C:14]([S:17][CH3:18])=[CH:13][CH:12]=2)[CH:10]=1)=[O:4].C(=O)([O-])[O-].[K+].[K+].[CH2:26](Br)[CH:27]([CH3:29])[CH3:28].C(=O)([O-])O.[Na+], predict the reaction product. The product is: [C:3]([C:5]1[C:6](=[O:19])[N:7]([CH2:26][CH:27]([CH3:29])[CH3:28])[N:8]=[C:9]([C:11]2[CH:16]=[CH:15][C:14]([S:17][CH3:18])=[CH:13][CH:12]=2)[CH:10]=1)([OH:2])=[O:4].